From a dataset of Forward reaction prediction with 1.9M reactions from USPTO patents (1976-2016). Predict the product of the given reaction. (1) Given the reactants [CH3:1][O:2][C:3](=[O:24])[C@H:4]([CH2:16][C:17]1[CH:22]=[CH:21][C:20]([NH2:23])=[CH:19][CH:18]=1)[NH:5][C:6](=[O:15])[C:7]1[C:12]([Cl:13])=[CH:11][CH:10]=[CH:9][C:8]=1[Cl:14].C(Cl)CCl.Cl.C1C=CC2N(O)N=NC=2C=1.[NH2:40][C:41]1[CH:49]=[CH:48][C:47]([I:50])=[CH:46][C:42]=1[C:43](O)=[O:44], predict the reaction product. The product is: [CH3:1][O:2][C:3](=[O:24])[C@H:4]([CH2:16][C:17]1[CH:18]=[CH:19][C:20]([NH:23][C:43](=[O:44])[C:42]2[CH:46]=[C:47]([I:50])[CH:48]=[CH:49][C:41]=2[NH2:40])=[CH:21][CH:22]=1)[NH:5][C:6](=[O:15])[C:7]1[C:8]([Cl:14])=[CH:9][CH:10]=[CH:11][C:12]=1[Cl:13]. (2) Given the reactants [CH2:1](Br)[C:2]1[CH:7]=[CH:6][CH:5]=[CH:4][CH:3]=1.C(=O)([O-])[O-].[Cs+].[Cs+].[Br:15][C:16]1[CH:21]=[CH:20][C:19]([C:22]2[O:26][N:25]=[C:24]([CH3:27])[C:23]=2[CH2:28][C:29]([OH:31])=[O:30])=[CH:18][CH:17]=1, predict the reaction product. The product is: [CH2:1]([O:31][C:29](=[O:30])[CH2:28][C:23]1[C:24]([CH3:27])=[N:25][O:26][C:22]=1[C:19]1[CH:20]=[CH:21][C:16]([Br:15])=[CH:17][CH:18]=1)[C:2]1[CH:7]=[CH:6][CH:5]=[CH:4][CH:3]=1. (3) Given the reactants [Cl:1][C:2]1[CH:3]=[C:4]([NH:9][CH2:10][C:11]([OH:13])=O)[CH:5]=[C:6]([Cl:8])[CH:7]=1.[CH:14]1[CH:15]=[CH:16][C:17]2[N:22](O)N=[N:20][C:18]=2C=1.[CH3:24]CN=C=NCCCN(C)C.CN([C@@H]1CCCNC1)[C:37]1[C:45]2[C:40](=[N:41][CH:42]=[N:43][CH:44]=2)[NH:39][N:38]=1.CCN(C(C)C)C(C)C, predict the reaction product. The product is: [Cl:8][C:6]1[CH:5]=[C:4]([NH:9][CH2:10][C:11]([N:20]2[CH2:14][CH2:15][CH2:16][C@@H:17]([N:22]([CH3:24])[C:44]3[N:43]=[CH:42][N:41]=[C:40]4[NH:39][N:38]=[CH:37][C:45]=34)[CH2:18]2)=[O:13])[CH:3]=[C:2]([Cl:1])[CH:7]=1. (4) Given the reactants C(OC1C=CC(C(C2CCN(CC(O)=O)CC2)=O)=CC=1)C.FC1C=CC(C(C2CCN(CC(O)=O)CC2)=O)=CC=1.C1(CCO)CC1.[CH:47]1([CH2:50][CH2:51][O:52][C:53]2[CH:70]=[CH:69][C:56]([C:57]([CH:59]3[CH2:64][CH2:63][N:62]([CH2:65][C:66]([OH:68])=[O:67])[CH2:61][CH2:60]3)=[O:58])=[CH:55][CH:54]=2)[CH2:49][CH2:48]1.[NH2:71][CH2:72][C:73]1[NH:74][C:75](=[O:83])[C:76]2[CH2:82][O:81][CH2:80][CH2:79][C:77]=2[N:78]=1.C(O)(C(F)(F)F)=O, predict the reaction product. The product is: [CH:47]1([CH2:50][CH2:51][O:52][C:53]2[CH:70]=[CH:69][C:56]([C:57]([CH:59]3[CH2:60][CH2:61][N:62]([CH2:65][C:66]([OH:68])=[O:67])[CH2:63][CH2:64]3)=[O:58])=[CH:55][CH:54]=2)[CH2:49][CH2:48]1.[CH:47]1([CH2:50][CH2:51][O:52][C:53]2[CH:70]=[CH:69][C:56]([C:57]([CH:59]3[CH2:60][CH2:61][N:62]([CH2:65][C:66]([NH:71][CH2:72][C:73]4[NH:74][C:75](=[O:83])[C:76]5[CH2:82][O:81][CH2:80][CH2:79][C:77]=5[N:78]=4)=[O:68])[CH2:63][CH2:64]3)=[O:58])=[CH:55][CH:54]=2)[CH2:48][CH2:49]1. (5) Given the reactants Cl[C:2]1[CH:7]=[C:6]([O:8][C:9]2[C:10]([CH3:26])=[CH:11][C:12]([NH:15][C:16]([N:18]3[CH2:22][CH2:21][N:20]([CH2:23][CH3:24])[C:19]3=[O:25])=[O:17])=[N:13][CH:14]=2)[CH:5]=[CH:4][N:3]=1.[CH3:27][C:28]1[N:29]=[CH:30][NH:31][CH:32]=1.[O-]P([O-])([O-])=O.[K+].[K+].[K+], predict the reaction product. The product is: [CH2:23]([N:20]1[CH2:21][CH2:22][N:18]([C:16]([NH:15][C:12]2[CH:11]=[C:10]([CH3:26])[C:9]([O:8][C:6]3[CH:5]=[CH:4][N:3]=[C:2]([N:31]4[CH:32]=[C:28]([CH3:27])[N:29]=[CH:30]4)[CH:7]=3)=[CH:14][N:13]=2)=[O:17])[C:19]1=[O:25])[CH3:24]. (6) Given the reactants [N:1]1[CH:6]=[N:5][CH:4]=[N:3][C:2]=1[N:7]1[CH2:12][CH2:11][NH:10][CH2:9][CH2:8]1.[Li+].[F:14][C:15]1[CH:20]=[CH:19][C:18]([N:21]2[CH:25]=[C:24]([C:26]3[CH:31]=[CH:30][C:29]([F:32])=[CH:28][CH:27]=3)[N:23]=[C:22]2[CH2:33][C:34]([O-])=[O:35])=[CH:17][CH:16]=1.CN(C(ON1N=NC2C=CC=CC1=2)=[N+](C)C)C.[B-](F)(F)(F)F.CCN(C(C)C)C(C)C, predict the reaction product. The product is: [F:14][C:15]1[CH:16]=[CH:17][C:18]([N:21]2[CH:25]=[C:24]([C:26]3[CH:31]=[CH:30][C:29]([F:32])=[CH:28][CH:27]=3)[N:23]=[C:22]2[CH2:33][C:34]([N:10]2[CH2:9][CH2:8][N:7]([C:2]3[N:3]=[CH:4][N:5]=[CH:6][N:1]=3)[CH2:12][CH2:11]2)=[O:35])=[CH:19][CH:20]=1.